Dataset: Reaction yield outcomes from USPTO patents with 853,638 reactions. Task: Predict the reaction yield, written as a fraction of the theoretical maximum amount of product (1.0 means a 100% yield; for example, 0.34 means a 34% yield). (1) The reactants are [Cl:1][C:2]1[CH:11]=[CH:10][CH:9]=[C:8]2[C:3]=1[C:4](=[O:21])[N:5]([C:14]1[CH:19]=[CH:18][CH:17]=[CH:16][C:15]=1[F:20])[C:6]([CH2:12]Cl)=[N:7]2.O.[SH:23][C:24]1[N:32]=[CH:31][N:30]=[C:29]2[C:25]=1[NH:26][CH:27]=[N:28]2.C([O-])([O-])=O.[K+].[K+]. The catalyst is CN(C=O)C. The product is [Cl:1][C:2]1[CH:11]=[CH:10][CH:9]=[C:8]2[C:3]=1[C:4](=[O:21])[N:5]([C:14]1[CH:19]=[CH:18][CH:17]=[CH:16][C:15]=1[F:20])[C:6]([CH2:12][S:23][C:24]1[N:32]=[CH:31][N:30]=[C:29]3[C:25]=1[N:26]=[CH:27][NH:28]3)=[N:7]2. The yield is 0.840. (2) The reactants are [CH2:1]([O:3][C:4]([C:6]1[C:11]([O:12][CH2:13][CH3:14])=[C:10](Cl)[N:9]=[C:8]([Cl:16])[N:7]=1)=[O:5])[CH3:2].[NH:17]1[CH2:22][CH2:21][O:20][CH2:19][CH2:18]1.O. The catalyst is C1(C)C=CC=CC=1. The product is [CH2:1]([O:3][C:4]([C:6]1[C:11]([O:12][CH2:13][CH3:14])=[C:10]([N:17]2[CH2:22][CH2:21][O:20][CH2:19][CH2:18]2)[N:9]=[C:8]([Cl:16])[N:7]=1)=[O:5])[CH3:2]. The yield is 0.750. (3) The reactants are [OH-].[K+].[NH:3]1[CH:7]=[N:6][N:5]=[N:4]1.[Br:8][C:9]1[CH:16]=[CH:15][C:12]([CH2:13]Br)=[CH:11][CH:10]=1. The catalyst is O. The product is [Br:8][C:9]1[CH:16]=[CH:15][C:12]([CH2:13][N:3]2[CH:7]=[N:6][N:5]=[N:4]2)=[CH:11][CH:10]=1. The yield is 0.820. (4) The reactants are [C:1]([O:4][CH2:5][C:6]([CH3:36])([CH3:35])[CH2:7][N:8]1[C:14]2[CH:15]=[CH:16][C:17]([Cl:19])=[CH:18][C:13]=2[C@@H:12]([C:20]2[CH:25]=[CH:24][CH:23]=[C:22]([O:26][CH3:27])[C:21]=2[O:28][CH3:29])[O:11][C@H:10]([CH2:30][C:31](O)=[O:32])[C:9]1=[O:34])(=[O:3])[CH3:2].S(Cl)(Cl)=O.[NH2:41][C:42]1[N:47]=[C:46]([C:48]([O:50][CH2:51][CH3:52])=[O:49])[CH:45]=[CH:44][CH:43]=1.C(N(CC)CC)C. The catalyst is O1CCCC1.C(OCC)(=O)C.O.CN(C)C=O. The product is [C:1]([O:4][CH2:5][C:6]([CH3:36])([CH3:35])[CH2:7][N:8]1[C:14]2[CH:15]=[CH:16][C:17]([Cl:19])=[CH:18][C:13]=2[C@@H:12]([C:20]2[CH:25]=[CH:24][CH:23]=[C:22]([O:26][CH3:27])[C:21]=2[O:28][CH3:29])[O:11][C@H:10]([CH2:30][C:31]([NH:41][C:42]2[N:47]=[C:46]([C:48]([O:50][CH2:51][CH3:52])=[O:49])[CH:45]=[CH:44][CH:43]=2)=[O:32])[C:9]1=[O:34])(=[O:3])[CH3:2]. The yield is 0.636. (5) The reactants are [F:1][C:2]1[CH:7]=[CH:6][C:5]([C:8]2[C:12]([CH2:13][OH:14])=[C:11]([CH3:15])[O:10][N:9]=2)=[CH:4][CH:3]=1.[CH3:16][O:17][C:18]([C:20]1[O:24][NH:23][C:22](=O)[CH:21]=1)=[O:19].C1(P(C2C=CC=CC=2)C2C=CC=CC=2)C=CC=CC=1.N(C(OCC)=O)=NC(OCC)=O. The catalyst is C1COCC1. The product is [CH3:16][O:17][C:18]([C:20]1[O:24][N:23]=[C:22]([O:14][CH2:13][C:12]2[C:8]([C:5]3[CH:4]=[CH:3][C:2]([F:1])=[CH:7][CH:6]=3)=[N:9][O:10][C:11]=2[CH3:15])[CH:21]=1)=[O:19]. The yield is 0.600. (6) The reactants are [C:1]([C:3]1[CH:4]=[C:5]([N+:10]([O-])=O)[C:6]([CH3:9])=[N:7][CH:8]=1)#[CH:2].[CH3:13][N:14]1[CH2:19][CH2:18][NH:17][CH2:16][CH2:15]1. The catalyst is CCO.[OH-].[OH-].[Pd+2]. The product is [CH3:9][C:6]1[C:5]([NH2:10])=[CH:4][C:3]([CH2:1][CH2:2][N:17]2[CH2:18][CH2:19][N:14]([CH3:13])[CH2:15][CH2:16]2)=[CH:8][N:7]=1. The yield is 0.770. (7) The reactants are [NH2:1][CH:2]1[CH2:7][CH2:6][CH:5]([CH2:8][NH:9][C:10]2[S:11][C:12]3[CH2:19][CH2:18][O:17][C:16]4[CH:20]=[CH:21][CH:22]=[CH:23][C:15]=4[C:13]=3[N:14]=2)[CH2:4][CH2:3]1.[C:24](Cl)(=[O:27])[CH2:25][CH3:26].O. The catalyst is N1C=CC=CC=1.C(N(C(C)C)CC)(C)C. The product is [N:14]1[C:13]2[C:15]3[CH:23]=[CH:22][CH:21]=[CH:20][C:16]=3[O:17][CH2:18][CH2:19][C:12]=2[S:11][C:10]=1[NH:9][CH2:8][CH:5]1[CH2:6][CH2:7][CH:2]([NH:1][C:24](=[O:27])[CH2:25][CH3:26])[CH2:3][CH2:4]1. The yield is 0.740. (8) The reactants are [CH3:1][N:2]([CH3:40])[CH2:3][CH2:4][O:5][C:6]1[CH:7]=[C:8]([NH:14][S:15]([C:18]2[CH:23]=[CH:22][C:21]([C:24]#[C:25][CH2:26][NH:27][C:28](=[O:39])[CH2:29][O:30][CH2:31][C:32]3[CH:37]=[CH:36][C:35]([F:38])=[CH:34][CH:33]=3)=[CH:20][CH:19]=2)(=[O:17])=[O:16])[CH:9]=[CH:10][C:11]=1[O:12][CH3:13]. The catalyst is CO.[Pd]. The product is [CH3:40][N:2]([CH3:1])[CH2:3][CH2:4][O:5][C:6]1[CH:7]=[C:8]([NH:14][S:15]([C:18]2[CH:23]=[CH:22][C:21]([CH2:24][CH2:25][CH2:26][NH:27][C:28](=[O:39])[CH2:29][O:30][CH2:31][C:32]3[CH:33]=[CH:34][C:35]([F:38])=[CH:36][CH:37]=3)=[CH:20][CH:19]=2)(=[O:17])=[O:16])[CH:9]=[CH:10][C:11]=1[O:12][CH3:13]. The yield is 0.570. (9) The reactants are [CH3:1][S:2]([O:5][C:6]1[CH:11]=[CH:10][C:9]([C:12]2([C:20]3[CH:25]=[CH:24][C:23]([F:26])=[C:22](Br)[CH:21]=3)[C:16](=[O:17])[N:15](C)[C:14]([NH2:19])=[N:13]2)=[CH:8][CH:7]=1)(=[O:4])=[O:3].C([Sn](CCCC)(CCCC)[C:33]1[CH:38]=[N:37][CH:36]=[CH:35][N:34]=1)CCC. The product is [CH3:1][S:2]([O:5][C:6]1[CH:11]=[CH:10][C:9]([C:12]2([C:20]3[CH:25]=[CH:24][C:23]([F:26])=[C:22]([C:33]4[CH:38]=[N:37][CH:36]=[CH:35][N:34]=4)[CH:21]=3)[C:16](=[O:17])[NH:15][C:14]([NH2:19])=[N:13]2)=[CH:8][CH:7]=1)(=[O:3])=[O:4]. The yield is 0.250. The catalyst is O1CCCC1.[Pd+2]. (10) The reactants are [S:1]1[CH:5]=[CH:4][N:3]=[C:2]1[C:6]1[N:10]=[C:9]([C:11]([O:13][CH2:14][CH3:15])=[O:12])[NH:8][N:7]=1.[H-].[Na+].Br[CH2:19][C:20]1[CH:25]=[CH:24][CH:23]=[CH:22][C:21]=1[F:26].O. The catalyst is CN(C=O)C. The product is [F:26][C:21]1[CH:22]=[CH:23][CH:24]=[CH:25][C:20]=1[CH2:19][N:7]1[C:6]([C:2]2[S:1][CH:5]=[CH:4][N:3]=2)=[N:10][C:9]([C:11]([O:13][CH2:14][CH3:15])=[O:12])=[N:8]1.[F:26][C:21]1[CH:22]=[CH:23][CH:24]=[CH:25][C:20]=1[CH2:19][N:8]1[C:9]([C:11]([O:13][CH2:14][CH3:15])=[O:12])=[N:10][C:6]([C:2]2[S:1][CH:5]=[CH:4][N:3]=2)=[N:7]1. The yield is 0.480.